Dataset: HIV replication inhibition screening data with 41,000+ compounds from the AIDS Antiviral Screen. Task: Binary Classification. Given a drug SMILES string, predict its activity (active/inactive) in a high-throughput screening assay against a specified biological target. (1) The result is 0 (inactive). The drug is N#CCCN(CCN(CCC#N)C(=O)Nc1ccccc1)C(=O)Nc1ccccc1. (2) The compound is C[Sn]1(C)OCC(COc2cc(Cl)c(Cl)cc2Cl)O1. The result is 0 (inactive).